Regression. Given two drug SMILES strings and cell line genomic features, predict the synergy score measuring deviation from expected non-interaction effect. From a dataset of NCI-60 drug combinations with 297,098 pairs across 59 cell lines. (1) Cell line: 786-0. Drug 2: CN(CCCl)CCCl.Cl. Synergy scores: CSS=6.86, Synergy_ZIP=-0.942, Synergy_Bliss=3.78, Synergy_Loewe=-5.42, Synergy_HSA=3.65. Drug 1: CC(C1=C(C=CC(=C1Cl)F)Cl)OC2=C(N=CC(=C2)C3=CN(N=C3)C4CCNCC4)N. (2) Drug 2: C1=NNC2=C1C(=O)NC=N2. Cell line: T-47D. Synergy scores: CSS=16.2, Synergy_ZIP=-1.07, Synergy_Bliss=-0.294, Synergy_Loewe=-3.60, Synergy_HSA=-2.52. Drug 1: C(CC(=O)O)C(=O)CN.Cl. (3) Drug 1: C1=C(C(=O)NC(=O)N1)N(CCCl)CCCl. Drug 2: CC1C(C(=O)NC(C(=O)N2CCCC2C(=O)N(CC(=O)N(C(C(=O)O1)C(C)C)C)C)C(C)C)NC(=O)C3=C4C(=C(C=C3)C)OC5=C(C(=O)C(=C(C5=N4)C(=O)NC6C(OC(=O)C(N(C(=O)CN(C(=O)C7CCCN7C(=O)C(NC6=O)C(C)C)C)C)C(C)C)C)N)C. Cell line: UACC62. Synergy scores: CSS=10.9, Synergy_ZIP=-7.90, Synergy_Bliss=-9.07, Synergy_Loewe=-8.62, Synergy_HSA=-8.76. (4) Drug 1: COC1=C(C=C2C(=C1)N=CN=C2NC3=CC(=C(C=C3)F)Cl)OCCCN4CCOCC4. Drug 2: CCC1(C2=C(COC1=O)C(=O)N3CC4=CC5=C(C=CC(=C5CN(C)C)O)N=C4C3=C2)O.Cl. Cell line: HL-60(TB). Synergy scores: CSS=71.6, Synergy_ZIP=-1.78, Synergy_Bliss=2.10, Synergy_Loewe=0.645, Synergy_HSA=3.84. (5) Drug 1: CC12CCC3C(C1CCC2=O)CC(=C)C4=CC(=O)C=CC34C. Drug 2: C1=CC(=C2C(=C1NCCNCCO)C(=O)C3=C(C=CC(=C3C2=O)O)O)NCCNCCO. Cell line: OVCAR-8. Synergy scores: CSS=64.8, Synergy_ZIP=1.62, Synergy_Bliss=-0.305, Synergy_Loewe=0.00387, Synergy_HSA=2.13. (6) Drug 1: CC12CCC(CC1=CCC3C2CCC4(C3CC=C4C5=CN=CC=C5)C)O. Drug 2: CC1C(C(CC(O1)OC2CC(CC3=C2C(=C4C(=C3O)C(=O)C5=C(C4=O)C(=CC=C5)OC)O)(C(=O)CO)O)N)O.Cl. Cell line: MDA-MB-231. Synergy scores: CSS=35.6, Synergy_ZIP=-1.52, Synergy_Bliss=-2.06, Synergy_Loewe=-10.8, Synergy_HSA=-1.19.